Task: Predict the reaction yield, written as a fraction of the theoretical maximum amount of product (1.0 means a 100% yield; for example, 0.34 means a 34% yield).. Dataset: Reaction yield outcomes from USPTO patents with 853,638 reactions The reactants are [NH:1]1[CH2:6][CH2:5][NH:4][CH2:3][CH2:2]1.[C:7](#[N:10])[CH:8]=[CH2:9]. The catalyst is O. The product is [N:1]1([CH2:9][CH2:8][C:7]#[N:10])[CH2:6][CH2:5][N:4]([CH2:9][CH2:8][C:7]#[N:10])[CH2:3][CH2:2]1. The yield is 0.947.